From a dataset of Forward reaction prediction with 1.9M reactions from USPTO patents (1976-2016). Predict the product of the given reaction. (1) Given the reactants Cl[C:2]1[N:7]=[C:6]([N:8]2[C:12]([CH3:13])=[CH:11][C:10]([CH3:14])=[N:9]2)[N:5]=[C:4]([NH:15][C:16]2[CH:21]=[CH:20][C:19]([Cl:22])=[CH:18][CH:17]=2)[CH:3]=1.[NH:23]1[CH2:28][CH2:27][O:26][CH2:25][CH2:24]1.Cl, predict the reaction product. The product is: [Cl:22][C:19]1[CH:20]=[CH:21][C:16]([NH:15][C:4]2[CH:3]=[C:2]([N:23]3[CH2:28][CH2:27][O:26][CH2:25][CH2:24]3)[N:7]=[C:6]([N:8]3[C:12]([CH3:13])=[CH:11][C:10]([CH3:14])=[N:9]3)[N:5]=2)=[CH:17][CH:18]=1. (2) The product is: [CH3:35][O:34][C:28]1[CH:29]=[C:30]2[C:31]3[C:32](=[O:33])[C:19]4[CH:18]=[CH:17][C:16]5[O:38][C:12]([CH3:39])([CH3:11])[CH:13]=[CH:14][C:15]=5[C:20]=4[O:21][C:22]=3[CH2:23][O:24][C:25]2=[CH:26][C:27]=1[O:36][CH3:37]. Given the reactants C([O-])(=O)C.[Na+].II.C(O)C.[CH3:11][C:12]1([CH3:39])[O:38][C:16]2[CH:17]=[CH:18][C:19]3[C:32](=[O:33])[C@@H:31]4[C@@H:22]([CH2:23][O:24][C:25]5[C:30]4=[CH:29][C:28]([O:34][CH3:35])=[C:27]([O:36][CH3:37])[CH:26]=5)[O:21][C:20]=3[C:15]=2[CH:14]=[CH:13]1, predict the reaction product.